Task: Binary Classification. Given a T-cell receptor sequence (or CDR3 region) and an epitope sequence, predict whether binding occurs between them.. Dataset: TCR-epitope binding with 47,182 pairs between 192 epitopes and 23,139 TCRs (1) The epitope is YLDAYNMMI. The TCR CDR3 sequence is CASSVRGRGTQTDTQYF. Result: 0 (the TCR does not bind to the epitope). (2) The epitope is ITEEVGHTDLMAAY. The TCR CDR3 sequence is CASSLGVRDNEQFF. Result: 1 (the TCR binds to the epitope). (3) The epitope is ILHCANFNV. The TCR CDR3 sequence is CASSLGGGEQFF. Result: 1 (the TCR binds to the epitope). (4) Result: 0 (the TCR does not bind to the epitope). The epitope is LPRRSGAAGA. The TCR CDR3 sequence is CSVEDLAYGYTF.